This data is from Catalyst prediction with 721,799 reactions and 888 catalyst types from USPTO. The task is: Predict which catalyst facilitates the given reaction. (1) Reactant: [CH:1](=O)[CH:2]([CH3:4])[CH3:3].C(O)(=O)C.[NH2:10][C:11]1[CH:15]=[CH:14][S:13][C:12]=1[C:16]([NH:18][C:19]([CH3:23])([C:21]#[CH:22])[CH3:20])=[O:17].C(O[BH-](OC(=O)C)OC(=O)C)(=O)C.[Na+]. Product: [CH2:1]([NH:10][C:11]1[CH:15]=[CH:14][S:13][C:12]=1[C:16]([NH:18][C:19]([CH3:23])([C:21]#[CH:22])[CH3:20])=[O:17])[CH:2]([CH3:4])[CH3:3]. The catalyst class is: 2. (2) Reactant: N[C:2]1[N:7]=[C:6]([C:8]2[C:16]3[C:11](=[N:12][CH:13]=[CH:14][C:15]=3[O:17]C3CCCCC3)[NH:10][CH:9]=2)[CH:5]=[CH:4][N:3]=1.NC1N=C(C2C3C(=NC=CC=3OCC3C=CC=CC=3)NC=2)C=CN=1. Product: [N:3]1[CH:4]=[CH:5][C:6]([C:8]2[C:16]3[C:11](=[N:12][CH:13]=[CH:14][C:15]=3[OH:17])[NH:10][CH:9]=2)=[N:7][CH:2]=1. The catalyst class is: 5. (3) Reactant: [C:1]([NH:4][C@@H:5]([CH2:34][C:35]1[CH:40]=[CH:39][CH:38]=[CH:37][CH:36]=1)[C:6]([NH:8][C@@H:9]([C:25]1[NH:29][C:28]2[CH:30]=[CH:31][CH:32]=[CH:33][C:27]=2[N:26]=1)[CH2:10][C:11]1[CH:16]=[CH:15][C:14]([C:17]2[S:21](=[O:23])(=[O:22])[NH:20][C:19](=[O:24])[CH:18]=2)=[CH:13][CH:12]=1)=[O:7])(=[O:3])[CH3:2]. Product: [C:1]([NH:4][C@@H:5]([CH2:34][C:35]1[CH:36]=[CH:37][CH:38]=[CH:39][CH:40]=1)[C:6]([NH:8][C@@H:9]([C:25]1[NH:26][C:27]2[CH:33]=[CH:32][CH:31]=[CH:30][C:28]=2[N:29]=1)[CH2:10][C:11]1[CH:12]=[CH:13][C:14]([CH:17]2[S:21](=[O:23])(=[O:22])[NH:20][C:19](=[O:24])[CH2:18]2)=[CH:15][CH:16]=1)=[O:7])(=[O:3])[CH3:2]. The catalyst class is: 19. (4) Reactant: C([O:8][C:9](=[O:25])[C:10]([NH:13][S:14]([C:17]1[CH:22]=[CH:21][C:20]([O:23][CH3:24])=[CH:19][CH:18]=1)(=[O:16])=[O:15])([CH3:12])[CH3:11])C1C=CC=CC=1. Product: [CH3:24][O:23][C:20]1[CH:21]=[CH:22][C:17]([S:14]([NH:13][C:10]([CH3:12])([CH3:11])[C:9]([OH:25])=[O:8])(=[O:16])=[O:15])=[CH:18][CH:19]=1. The catalyst class is: 29. (5) Reactant: [CH2:1]([O:8][C@@H:9]([CH3:48])[C:10]([NH:12][NH:13][C:14]1[C:19]([C:20]2[CH:25]=[CH:24][C:23]([Cl:26])=[CH:22][CH:21]=2)=[C:18]([C:27]2[CH:32]=[CH:31][C:30]([C:33]#[N:34])=[CH:29][CH:28]=2)[C:17](=[O:35])[N:16]([CH2:36][C:37]2[C:38]([CH3:47])=[N:39][C:40]([C:43]([F:46])([F:45])[F:44])=[CH:41][CH:42]=2)[N:15]=1)=O)[C:2]1[CH:7]=[CH:6][CH:5]=[CH:4][CH:3]=1.O=P(Cl)(Cl)Cl. Product: [CH2:1]([O:8][C@H:9]([C:10]1[N:15]2[N:16]([CH2:36][C:37]3[C:38]([CH3:47])=[N:39][C:40]([C:43]([F:44])([F:45])[F:46])=[CH:41][CH:42]=3)[C:17](=[O:35])[C:18]([C:27]3[CH:28]=[CH:29][C:30]([C:33]#[N:34])=[CH:31][CH:32]=3)=[C:19]([C:20]3[CH:21]=[CH:22][C:23]([Cl:26])=[CH:24][CH:25]=3)[C:14]2=[N:13][N:12]=1)[CH3:48])[C:2]1[CH:7]=[CH:6][CH:5]=[CH:4][CH:3]=1. The catalyst class is: 11. (6) Reactant: [CH3:1][C:2]1([CH3:22])[C:7]2[CH:8]=[C:9]([C:12]3[CH:13]=[C:14]([CH:17]=[C:18]([F:20])[CH:19]=3)[C:15]#[N:16])[CH:10]=[CH:11][C:6]=2[NH:5][C:4](=[O:21])[O:3]1.C([O-])(=O)C.[Na+].[Br:28]Br. Product: [Br:28][C:11]1[C:6]2[NH:5][C:4](=[O:21])[O:3][C:2]([CH3:22])([CH3:1])[C:7]=2[CH:8]=[C:9]([C:12]2[CH:13]=[C:14]([CH:17]=[C:18]([F:20])[CH:19]=2)[C:15]#[N:16])[CH:10]=1. The catalyst class is: 15. (7) Reactant: Br[C:2]1[CH:3]=[C:4]([C:8]2[CH:13]=[CH:12][C:11]([C:14]([N:16]3[CH2:21][CH2:20][N:19]([CH:22]([CH3:24])[CH3:23])[CH2:18][CH2:17]3)=[O:15])=[CH:10][CH:9]=2)[CH:5]=[N:6][CH:7]=1.C([O-])(=O)C.[K+].[B:30]1([B:30]2[O:34][C:33]([CH3:36])([CH3:35])[C:32]([CH3:38])([CH3:37])[O:31]2)[O:34][C:33]([CH3:36])([CH3:35])[C:32]([CH3:38])([CH3:37])[O:31]1.C(Cl)Cl. Product: [CH:22]([N:19]1[CH2:20][CH2:21][N:16]([C:14]([C:11]2[CH:12]=[CH:13][C:8]([C:4]3[CH:5]=[N:6][CH:7]=[C:2]([B:30]4[O:34][C:33]([CH3:36])([CH3:35])[C:32]([CH3:38])([CH3:37])[O:31]4)[CH:3]=3)=[CH:9][CH:10]=2)=[O:15])[CH2:17][CH2:18]1)([CH3:24])[CH3:23]. The catalyst class is: 438.